From a dataset of Reaction yield outcomes from USPTO patents with 853,638 reactions. Predict the reaction yield, written as a fraction of the theoretical maximum amount of product (1.0 means a 100% yield; for example, 0.34 means a 34% yield). (1) The reactants are Cl[C:2]1[CH:9]=[CH:8][C:5]([CH:6]=[O:7])=[CH:4][N:3]=1.[CH3:10][S-:11].[Na+].O. The catalyst is CN(C=O)C. The product is [CH3:10][S:11][C:2]1[CH:9]=[CH:8][C:5]([CH:6]=[O:7])=[CH:4][N:3]=1. The yield is 0.740. (2) The reactants are [H-].[Na+].[CH3:3][N:4]([CH2:6][CH2:7][C:8]1[CH:16]=[C:15]2[C:11]([CH:12]=[CH:13][NH:14]2)=[CH:10][CH:9]=1)[CH3:5].I[CH:18]([CH3:20])[CH3:19]. The catalyst is CN(C=O)C. The product is [NH3:4].[CH3:3][N:4]([CH2:6][CH2:7][C:8]1[CH:16]=[C:15]2[C:11]([CH:12]=[CH:13][N:14]2[CH:18]([CH3:20])[CH3:19])=[CH:10][CH:9]=1)[CH3:5]. The yield is 0.0700.